Predict the product of the given reaction. From a dataset of Forward reaction prediction with 1.9M reactions from USPTO patents (1976-2016). (1) Given the reactants [Br:1][C:2](=[CH2:8])[CH2:3][CH2:4][C:5]([OH:7])=[O:6].S(Cl)(Cl)=O.[CH2:13](O)[CH3:14].N1C=CC=CC=1, predict the reaction product. The product is: [CH2:13]([O:6][C:5](=[O:7])[CH2:4][CH2:3][C:2]([Br:1])=[CH2:8])[CH3:14]. (2) Given the reactants [N+:1]([C:4]1[CH:5]=[C:6]2[C:10](=[CH:11][CH:12]=1)[NH:9][CH:8]=[CH:7]2)([O-:3])=[O:2].[H-].[Na+].Br[CH2:16][C:17]#[N:18].O, predict the reaction product. The product is: [N+:1]([C:4]1[CH:5]=[C:6]2[C:10](=[CH:11][CH:12]=1)[N:9]([CH2:16][C:17]#[N:18])[CH:8]=[CH:7]2)([O-:3])=[O:2]. (3) The product is: [CH:1]1([NH:4][C:5]([C:7]2[C:16]([C:18]#[C:19][CH2:20][OH:23])=[CH:15][C:14]3[C:9](=[CH:10][CH:11]=[N:12][CH:13]=3)[N:8]=2)=[O:6])[CH2:3][CH2:2]1. Given the reactants [CH:1]1([NH:4][C:5]([C:7]2[CH:16]=[CH:15][C:14]3[C:9](=[C:10](Br)[CH:11]=[N:12][CH:13]=3)[N:8]=2)=[O:6])[CH2:3][CH2:2]1.[CH:18]#[CH:19].[C:20](=[O:23])([O-])[O-].[K+].[K+].O, predict the reaction product. (4) Given the reactants [C:1]([O:5][C:6](=[O:37])[NH:7][C:8]1([C:16]#[C:17][C:18]2[CH:23]=[CH:22][C:21]([S:24](=[O:36])(=[O:35])[N:25]([C:27]3[CH:32]=[CH:31][CH:30]=[C:29]([O:33][CH3:34])[CH:28]=3)[CH3:26])=[CH:20][CH:19]=2)[CH2:13][O:12][C:11]([CH3:15])([CH3:14])[O:10][CH2:9]1)([CH3:4])([CH3:3])[CH3:2].C(OC(=O)NC1(C#CC2C=CC(C#CCN3C4C(=CC=C(OC)C=4)C(C(=O)C4C=C(OC)C(OC)=C(OC)C=4)=C3)=CC=2)COC(C)(C)OC1)(C)(C)C, predict the reaction product. The product is: [C:1]([O:5][C:6](=[O:37])[NH:7][C:8]1([CH2:16][CH2:17][C:18]2[CH:19]=[CH:20][C:21]([S:24](=[O:35])(=[O:36])[N:25]([C:27]3[CH:32]=[CH:31][CH:30]=[C:29]([O:33][CH3:34])[CH:28]=3)[CH3:26])=[CH:22][CH:23]=2)[CH2:13][O:12][C:11]([CH3:15])([CH3:14])[O:10][CH2:9]1)([CH3:2])([CH3:3])[CH3:4]. (5) Given the reactants [C:1]1([CH3:7])[CH:6]=[CH:5][CH:4]=[CH:3][CH:2]=1.C([N:10](CC)CC)C.[P:15]([Cl:19])([Cl:18])([Cl:17])=[O:16], predict the reaction product. The product is: [P:15]([Cl:19])([Cl:18])([Cl:17])=[O:16].[N:10]1[C:5]([CH3:6])=[CH:4][CH:3]=[CH:2][C:1]=1[CH3:7]. (6) Given the reactants [C:1]([O:5][CH2:6][CH3:7])(=[O:4])[CH:2]=[O:3].[CH3:8][C:9]([C:11]1[CH:16]=[CH:15][C:14]([O:17][CH3:18])=[CH:13][CH:12]=1)=[O:10], predict the reaction product. The product is: [OH:3][CH:2]([CH2:8][C:9]([C:11]1[CH:16]=[CH:15][C:14]([O:17][CH3:18])=[CH:13][CH:12]=1)=[O:10])[C:1]([O:5][CH2:6][CH3:7])=[O:4]. (7) The product is: [CH3:18][S:17][C:4]1[N:5]=[CH:6][C:7]2[C:8](=[O:16])[CH2:9][CH:10]([C:11]([O:13][CH2:14][CH3:15])=[O:12])[N:30]([C:25]3([CH2:24][O:23][Si:22]([CH:19]([CH3:21])[CH3:20])([CH:34]([CH3:36])[CH3:35])[CH:31]([CH3:33])[CH3:32])[CH2:29][CH2:28][CH2:27][CH2:26]3)[C:2]=2[N:3]=1. Given the reactants Cl[C:2]1[C:7]([C:8](=[O:16])[CH:9]=[CH:10][C:11]([O:13][CH2:14][CH3:15])=[O:12])=[CH:6][N:5]=[C:4]([S:17][CH3:18])[N:3]=1.[CH:19]([Si:22]([CH:34]([CH3:36])[CH3:35])([CH:31]([CH3:33])[CH3:32])[O:23][CH2:24][C:25]1([NH2:30])[CH2:29][CH2:28][CH2:27][CH2:26]1)([CH3:21])[CH3:20].C(N(CC)CC)C.C(OCC)(=O)C, predict the reaction product.